This data is from Forward reaction prediction with 1.9M reactions from USPTO patents (1976-2016). The task is: Predict the product of the given reaction. (1) Given the reactants [CH3:1][C:2]1[CH:11]=[C:10]2[C:5]([CH:6]=[CH:7][CH:8]=[N:9]2)=[CH:4][CH:3]=1.C1C(=O)N([Br:19])C(=O)C1.CC(N=NC(C#N)(C)C)(C#N)C, predict the reaction product. The product is: [Br:19][CH2:1][C:2]1[CH:11]=[C:10]2[C:5]([CH:6]=[CH:7][CH:8]=[N:9]2)=[CH:4][CH:3]=1. (2) Given the reactants [NH2:1][C:2]1[C:3]2[S:10][CH:9]=[C:8]([C:11]([NH:13][C:14]3[C:19]([Cl:20])=[C:18]([O:21]C)[CH:17]=[C:16]([O:23][CH3:24])[C:15]=3[Cl:25])=[O:12])[C:4]=2[N:5]=[CH:6][N:7]=1.B(Br)(Br)Br.[Cl-].[NH4+].C(=O)(O)[O-].[Na+], predict the reaction product. The product is: [NH2:1][C:2]1[C:3]2[S:10][CH:9]=[C:8]([C:11]([NH:13][C:14]3[C:15]([Cl:25])=[C:16]([O:23][CH3:24])[CH:17]=[C:18]([OH:21])[C:19]=3[Cl:20])=[O:12])[C:4]=2[N:5]=[CH:6][N:7]=1. (3) Given the reactants [CH3:1][C:2]([CH3:8])([CH3:7])[C@H:3]([OH:6])[CH2:4][OH:5].[C:9]1([CH3:19])[CH:14]=[CH:13][C:12]([S:15](Cl)(=[O:17])=[O:16])=[CH:11][CH:10]=1, predict the reaction product. The product is: [CH3:19][C:9]1[CH:14]=[CH:13][C:12]([S:15]([O:5][CH2:4][C@@H:3]([OH:6])[C:2]([CH3:8])([CH3:7])[CH3:1])(=[O:17])=[O:16])=[CH:11][CH:10]=1. (4) Given the reactants [C:1]([C:4]1[NH:8][C:7]2[C:9]([Cl:13])=[C:10]([Cl:12])[S:11][C:6]=2[CH:5]=1)([OH:3])=O.Cl.[CH2:15]([O:17][C:18](=[O:21])[CH2:19][NH2:20])[CH3:16].CCN(C(C)C)C(C)C.C1C=CC2N(O)N=NC=2C=1.CCN=C=NCCCN(C)C, predict the reaction product. The product is: [Cl:12][C:10]1[S:11][C:6]2[CH:5]=[C:4]([C:1](=[O:3])[NH:20][CH2:19][C:18]([O:17][CH2:15][CH3:16])=[O:21])[NH:8][C:7]=2[C:9]=1[Cl:13]. (5) Given the reactants [OH:1][C@@H:2]([C@@H:11]([NH:16][C:17](=[O:43])[O:18][C@H:19]([C:24]1[O:25][C:26]([C:29]2[CH:34]=[C:33]([C:35]([F:38])([F:37])[F:36])[CH:32]=[C:31]([C:39]([F:42])([F:41])[F:40])[CH:30]=2)=[N:27][N:28]=1)[C:20]([CH3:23])([CH3:22])[CH3:21])[CH2:12][CH2:13][CH2:14][CH3:15])[C:3](=[O:10])[NH:4][C:5]1[NH:9][N:8]=[CH:7][CH:6]=1.O[C@H]([C@@H](NC(=O)O[C@H](C1OC(C2C=C(C(F)(F)F)C=C(C(F)(F)F)C=2)=NN=1)C(C)(C)C)CCCC)C(=O)NC1NN=CC=1.CC(OI1(OC(C)=O)(OC(C)=O)OC(=O)C2C=CC=CC1=2)=O.S(S([O-])=O)([O-])(=O)=O.[Na+].[Na+].C(=O)(O)[O-].[Na+], predict the reaction product. The product is: [O:10]=[C:3]([NH:4][C:5]1[NH:9][N:8]=[CH:7][CH:6]=1)[C:2]([C@@H:11]([NH:16][C:17](=[O:43])[O:18][C@H:19]([C:24]1[O:25][C:26]([C:29]2[CH:34]=[C:33]([C:35]([F:36])([F:37])[F:38])[CH:32]=[C:31]([C:39]([F:41])([F:42])[F:40])[CH:30]=2)=[N:27][N:28]=1)[C:20]([CH3:22])([CH3:23])[CH3:21])[CH2:12][CH2:13][CH2:14][CH3:15])=[O:1]. (6) Given the reactants [NH:1]1[CH2:11][CH2:10][CH:4]([C:5]([O:7]CC)=O)[CH2:3][CH2:2]1.[F:12][C:13]([F:22])([F:21])[C:14]1[CH:15]=[C:16](Br)[CH:17]=[CH:18][CH:19]=1.[NH:23]1[CH2:28][CH2:27][O:26][CH2:25][CH2:24]1, predict the reaction product. The product is: [F:12][C:13]([F:22])([F:21])[C:14]1[CH:15]=[C:16]([N:1]2[CH2:2][CH2:3][CH:4]([C:5]([N:23]3[CH2:28][CH2:27][O:26][CH2:25][CH2:24]3)=[O:7])[CH2:10][CH2:11]2)[CH:17]=[CH:18][CH:19]=1. (7) Given the reactants [C:1]([N:4]1[C:8]([CH3:9])=[C:7]([CH2:10][C:11]2[CH:16]=[CH:15][CH:14]=[CH:13][CH:12]=2)[C:6](=[O:17])[NH:5]1)(=[O:3])[CH3:2].C(=O)([O-])[O-].[K+].[K+].Br[C:25]1(Br)[O:51][C@H:50]([CH2:52][O:53][C:54](=[O:59])[C:55]([CH3:58])([CH3:57])[CH3:56])[C@@H:42]([O:43][C:44](=[O:49])[C:45]([CH3:48])([CH3:47])[CH3:46])[C@H:34]([O:35][C:36](=[O:41])[C:37]([CH3:40])([CH3:39])[CH3:38])[C@H:26]1[O:27][C:28](=[O:33])[C:29]([CH3:32])([CH3:31])[CH3:30], predict the reaction product. The product is: [C:1]([N:4]1[C:8]([CH3:9])=[C:7]([CH2:10][C:11]2[CH:16]=[CH:15][CH:14]=[CH:13][CH:12]=2)[C:6]([O:17][C@@H:25]2[O:51][C@H:50]([CH2:52][O:53][C:54](=[O:59])[C:55]([CH3:58])([CH3:57])[CH3:56])[C@@H:42]([O:43][C:44](=[O:49])[C:45]([CH3:46])([CH3:47])[CH3:48])[C@H:34]([O:35][C:36](=[O:41])[C:37]([CH3:38])([CH3:39])[CH3:40])[C@H:26]2[O:27][C:28](=[O:33])[C:29]([CH3:32])([CH3:30])[CH3:31])=[N:5]1)(=[O:3])[CH3:2].